Dataset: Forward reaction prediction with 1.9M reactions from USPTO patents (1976-2016). Task: Predict the product of the given reaction. (1) Given the reactants [NH2:1][CH2:2][C:3]1[CH:4]=[CH:5][C:6]([O:10][CH2:11][CH2:12][CH3:13])=[C:7]([OH:9])[CH:8]=1.C(N(CC)CC)C.[Br:21][C:22]1[CH:23]=[C:24]2[C:29](=[CH:30][CH:31]=1)[C:28](=[O:32])[NH:27][C:26](=[O:33])/[C:25]/2=[CH:34]/OC.O, predict the reaction product. The product is: [Br:21][C:22]1[CH:23]=[C:24]2[C:29](=[CH:30][CH:31]=1)[C:28](=[O:32])[NH:27][C:26](=[O:33])/[C:25]/2=[CH:34]\[NH:1][CH2:2][C:3]1[CH:4]=[CH:5][C:6]([O:10][CH2:11][CH2:12][CH3:13])=[C:7]([OH:9])[CH:8]=1. (2) Given the reactants [C:1]([O:4][C:5]1[CH:14]=[CH:13][C:8]2[N:9]=[C:10]([CH3:12])[O:11][C:7]=2[CH:6]=1)(=[O:3])[CH3:2].FC(F)(F)C(O)=[O:18].O.C([O-])(O)=O.[Na+], predict the reaction product. The product is: [C:1]([O:4][C:5]1[CH:14]=[CH:13][C:8]([NH:9][C:10](=[O:18])[CH3:12])=[C:7]([OH:11])[CH:6]=1)(=[O:3])[CH3:2]. (3) Given the reactants [C@@H:1]1([O:12][C:13]2[C:17]([CH2:18][C:19]3[CH:24]=[CH:23][C:22]([CH:25]4[CH2:27][CH2:26]4)=[CH:21][CH:20]=3)=[C:16]([CH3:28])[NH:15][N:14]=2)[O:9][C@H:8]([CH2:10][OH:11])[C@@H:6]([OH:7])[C@H:4]([OH:5])[C@H:2]1[OH:3].C(=O)([O-])[O-].[Cs+].[Cs+].[C:35](OCCBr)(=[O:37])[CH3:36].[OH-].[Na+], predict the reaction product. The product is: [C@@H:1]1([O:12][C:13]2[C:17]([CH2:18][C:19]3[CH:20]=[CH:21][C:22]([CH:25]4[CH2:27][CH2:26]4)=[CH:23][CH:24]=3)=[C:16]([CH3:28])[N:15]([CH2:36][CH2:35][OH:37])[N:14]=2)[O:9][C@H:8]([CH2:10][OH:11])[C@@H:6]([OH:7])[C@H:4]([OH:5])[C@H:2]1[OH:3]. (4) Given the reactants [CH3:1][O:2][C:3]1[CH:8]=[CH:7][C:6]([N:9]2[C:13]3([CH2:18][CH2:17][N:16]([CH2:19][CH2:20][CH2:21][N:22]4[C:26]5[CH:27]=[CH:28][CH:29]=[CH:30][C:25]=5[NH:24][C:23]4=[O:31])[CH2:15][CH2:14]3)[C:12](=[O:32])[N:11]([CH2:33][C:34]3[CH:35]=[C:36]([CH:41]=[CH:42][CH:43]=3)[C:37]([O:39]C)=[O:38])[CH2:10]2)=[CH:5][CH:4]=1.O.[OH-].[Li+], predict the reaction product. The product is: [CH3:1][O:2][C:3]1[CH:8]=[CH:7][C:6]([N:9]2[C:13]3([CH2:18][CH2:17][N:16]([CH2:19][CH2:20][CH2:21][N:22]4[C:26]5[CH:27]=[CH:28][CH:29]=[CH:30][C:25]=5[NH:24][C:23]4=[O:31])[CH2:15][CH2:14]3)[C:12](=[O:32])[N:11]([CH2:33][C:34]3[CH:35]=[C:36]([CH:41]=[CH:42][CH:43]=3)[C:37]([OH:39])=[O:38])[CH2:10]2)=[CH:5][CH:4]=1.